From a dataset of Catalyst prediction with 721,799 reactions and 888 catalyst types from USPTO. Predict which catalyst facilitates the given reaction. Reactant: [CH3:1][N:2]1[CH2:7][CH2:6][N:5]([C:8]([O:10][C:11]2[C:12]3[CH:74]=[CH:73][CH:72]=[CH:71][C:13]=3[C:14]3[C@H:15]([CH2:69][Cl:70])[CH2:16][N:17]([C:20](=[O:68])[CH2:21][CH2:22][CH2:23][C:24]([N:26]4[C:34]5[CH:33]=[C:32]([O:35][CH2:36][C:37]6[CH:42]=[CH:41][C:40]([NH:43][C:44](=[O:61])[C@@H:45]([NH:53][C:54](=[O:60])[C@@H:55]([NH2:59])[CH:56]([CH3:58])[CH3:57])[CH2:46][CH2:47][CH2:48][NH:49][C:50]([NH2:52])=[O:51])=[CH:39][CH:38]=6)[C:31]6[CH:62]=[CH:63][CH:64]=[CH:65][C:30]=6[C:29]=5[C@H:28]([CH2:66][Cl:67])[CH2:27]4)=[O:25])[C:18]=3[CH:19]=2)=[O:9])[CH2:4][CH2:3]1.[O:75]=[C:76]1[CH:80]=[CH:79][C:78](=[O:81])[N:77]1[CH2:82][CH2:83][CH2:84][CH2:85][CH2:86][C:87](ON1C(=O)CCC1=O)=[O:88]. Product: [CH3:1][N:2]1[CH2:3][CH2:4][N:5]([C:8]([O:10][C:11]2[C:12]3[CH:74]=[CH:73][CH:72]=[CH:71][C:13]=3[C:14]3[C@H:15]([CH2:69][Cl:70])[CH2:16][N:17]([C:20](=[O:68])[CH2:21][CH2:22][CH2:23][C:24]([N:26]4[C:34]5[CH:33]=[C:32]([O:35][CH2:36][C:37]6[CH:42]=[CH:41][C:40]([NH:43][C:44](=[O:61])[C@@H:45]([NH:53][C:54](=[O:60])[C@@H:55]([NH:59][C:87](=[O:88])[CH2:86][CH2:85][CH2:84][CH2:83][CH2:82][N:77]7[C:78](=[O:81])[CH:79]=[CH:80][C:76]7=[O:75])[CH:56]([CH3:58])[CH3:57])[CH2:46][CH2:47][CH2:48][NH:49][C:50]([NH2:52])=[O:51])=[CH:39][CH:38]=6)[C:31]6[CH:62]=[CH:63][CH:64]=[CH:65][C:30]=6[C:29]=5[C@H:28]([CH2:66][Cl:67])[CH2:27]4)=[O:25])[C:18]=3[CH:19]=2)=[O:9])[CH2:6][CH2:7]1. The catalyst class is: 173.